From a dataset of Cav3 T-type calcium channel HTS with 100,875 compounds. Binary Classification. Given a drug SMILES string, predict its activity (active/inactive) in a high-throughput screening assay against a specified biological target. (1) The compound is S(=O)(=O)(N(CC)CC)c1cc2nc(SCC(=O)NCc3ccccc3)oc2cc1. The result is 0 (inactive). (2) The compound is s1c(/C=C\C(=O)c2ccc(NC(=O)c3ccc(cc3)C)cc2)ccc1. The result is 0 (inactive). (3) The compound is o1c(CC(=O)c2c(O)cc(O)cc2)ccc1C(OC)=O. The result is 0 (inactive). (4) The molecule is O=C1N(C(N2C1CCC2)c1c(OC)c(OC)ccc1)c1ncccc1. The result is 0 (inactive). (5) The molecule is S(C(C(=O)N1CCN(CC1)C(=O)c1occc1)c1ccccc1)c1ccccc1. The result is 0 (inactive). (6) The result is 0 (inactive). The compound is O=c1n(c(=O)n(c2nc(n(CCCCCC)c12)CN1CCN(CC1)Cc1ccccc1)C)C. (7) The compound is S(=O)(=O)(NCCO)c1cc2n(c(=O)n(c2cc1)C)C. The result is 0 (inactive).